This data is from Catalyst prediction with 721,799 reactions and 888 catalyst types from USPTO. The task is: Predict which catalyst facilitates the given reaction. (1) Reactant: [H-].[Al+3].[Li+].[H-].[H-].[H-].[CH2:7]([C:14]1([C:19]2[CH:24]=[CH:23][CH:22]=[C:21]([O:25][CH3:26])[CH:20]=2)[CH2:17][NH:16][C:15]1=O)[C:8]1[CH:13]=[CH:12][CH:11]=[CH:10][CH:9]=1. Product: [CH2:7]([C:14]1([C:19]2[CH:24]=[CH:23][CH:22]=[C:21]([O:25][CH3:26])[CH:20]=2)[CH2:15][NH:16][CH2:17]1)[C:8]1[CH:9]=[CH:10][CH:11]=[CH:12][CH:13]=1. The catalyst class is: 7. (2) Reactant: C([NH:8][CH2:9][C:10]1[CH:32]=[CH:31][C:13]([C:14]([NH:16][C@@H:17]([CH2:21][CH2:22][NH:23]C(OC(C)(C)C)=O)[C:18]([OH:20])=[O:19])=[O:15])=[CH:12][CH:11]=1)(OC(C)(C)C)=O.Cl.O1CCOCC1. Product: [NH2:8][CH2:9][C:10]1[CH:32]=[CH:31][C:13]([C:14]([NH:16][C@@H:17]([CH2:21][CH2:22][NH2:23])[C:18]([OH:20])=[O:19])=[O:15])=[CH:12][CH:11]=1. The catalyst class is: 5. (3) Reactant: C(OC([NH:8][C:9]1[C:18]2[C:13](=[CH:14][CH:15]=[CH:16][CH:17]=2)[C:12]([CH2:19][C:20]2[CH:25]=[CH:24][N:23]=[C:22]([NH:26]C(OC(C)(C)C)=O)[CH:21]=2)=[CH:11][CH:10]=1)=O)(C)(C)C.C(O)(C(F)(F)F)=O. Product: [NH2:8][C:9]1[C:18]2[C:13](=[CH:14][CH:15]=[CH:16][CH:17]=2)[C:12]([CH2:19][C:20]2[CH:25]=[CH:24][N:23]=[C:22]([NH2:26])[CH:21]=2)=[CH:11][CH:10]=1. The catalyst class is: 2. (4) Reactant: [CH2:1]([O:8][C:9]([N:11]1[CH2:16][CH2:15][C:14](=O)[CH2:13][CH2:12]1)=[O:10])[C:2]1[CH:7]=[CH:6][CH:5]=[CH:4][CH:3]=1.[CH2:18]([NH2:20])[CH3:19].C(O[BH-](OC(=O)C)OC(=O)C)(=O)C.[Na+].C(O)(=O)C.C([O-])([O-])=O.[Na+].[Na+]. Product: [CH2:1]([O:8][C:9]([N:11]1[CH2:16][CH2:15][CH:14]([NH:20][CH2:18][CH3:19])[CH2:13][CH2:12]1)=[O:10])[C:2]1[CH:7]=[CH:6][CH:5]=[CH:4][CH:3]=1. The catalyst class is: 20. (5) Reactant: [CH2:1]([O:8][C:9]([N:11]1[CH2:16][CH2:15][C:14]2[N:17]=[C:18]([NH2:20])[S:19][C:13]=2[CH:12]1[C:21]1[CH:26]=[C:25]([Cl:27])[CH:24]=[CH:23][C:22]=1[O:28][CH2:29][C:30]([O:32][CH2:33][CH3:34])=[O:31])=[O:10])[C:2]1[CH:7]=[CH:6][CH:5]=[CH:4][CH:3]=1.CCN(CC)CC.[C:42](Cl)(=[O:44])[CH3:43]. Product: [CH2:1]([O:8][C:9]([N:11]1[CH2:16][CH2:15][C:14]2[N:17]=[C:18]([NH:20][C:42](=[O:44])[CH3:43])[S:19][C:13]=2[CH:12]1[C:21]1[CH:26]=[C:25]([Cl:27])[CH:24]=[CH:23][C:22]=1[O:28][CH2:29][C:30]([O:32][CH2:33][CH3:34])=[O:31])=[O:10])[C:2]1[CH:7]=[CH:6][CH:5]=[CH:4][CH:3]=1. The catalyst class is: 2.